From a dataset of Forward reaction prediction with 1.9M reactions from USPTO patents (1976-2016). Predict the product of the given reaction. Given the reactants ClCCCl.[O:5]([CH2:13][CH:14]=O)[Si:6]([C:9]([CH3:12])([CH3:11])[CH3:10])([CH3:8])[CH3:7].[CH2:16]([N:23]1[CH2:27][CH2:26][C@H:25]([NH:28][CH3:29])[CH2:24]1)[C:17]1[CH:22]=[CH:21][CH:20]=[CH:19][CH:18]=1.C(O[BH-](OC(=O)C)OC(=O)C)(=O)C.[Na+], predict the reaction product. The product is: [CH2:16]([N:23]1[CH2:27][CH2:26][C@H:25]([N:28]([CH2:14][CH2:13][O:5][Si:6]([C:9]([CH3:12])([CH3:11])[CH3:10])([CH3:8])[CH3:7])[CH3:29])[CH2:24]1)[C:17]1[CH:18]=[CH:19][CH:20]=[CH:21][CH:22]=1.